This data is from NCI-60 drug combinations with 297,098 pairs across 59 cell lines. The task is: Regression. Given two drug SMILES strings and cell line genomic features, predict the synergy score measuring deviation from expected non-interaction effect. (1) Drug 1: COC1=CC(=CC(=C1O)OC)C2C3C(COC3=O)C(C4=CC5=C(C=C24)OCO5)OC6C(C(C7C(O6)COC(O7)C8=CC=CS8)O)O. Drug 2: C1=NC2=C(N=C(N=C2N1C3C(C(C(O3)CO)O)O)F)N. Cell line: OVCAR-4. Synergy scores: CSS=8.42, Synergy_ZIP=-1.41, Synergy_Bliss=2.07, Synergy_Loewe=-0.00880, Synergy_HSA=1.27. (2) Drug 1: CC1=C2C(C(=O)C3(C(CC4C(C3C(C(C2(C)C)(CC1OC(=O)C(C(C5=CC=CC=C5)NC(=O)OC(C)(C)C)O)O)OC(=O)C6=CC=CC=C6)(CO4)OC(=O)C)O)C)O. Drug 2: C1=NNC2=C1C(=O)NC=N2. Cell line: MCF7. Synergy scores: CSS=9.58, Synergy_ZIP=-2.09, Synergy_Bliss=-2.15, Synergy_Loewe=-16.3, Synergy_HSA=-1.49. (3) Drug 1: CC1=C2C(C(=O)C3(C(CC4C(C3C(C(C2(C)C)(CC1OC(=O)C(C(C5=CC=CC=C5)NC(=O)C6=CC=CC=C6)O)O)OC(=O)C7=CC=CC=C7)(CO4)OC(=O)C)O)C)OC(=O)C. Drug 2: CC1=C(C(=CC=C1)Cl)NC(=O)C2=CN=C(S2)NC3=CC(=NC(=N3)C)N4CCN(CC4)CCO. Cell line: NCI-H322M. Synergy scores: CSS=1.31, Synergy_ZIP=0.0128, Synergy_Bliss=3.52, Synergy_Loewe=2.39, Synergy_HSA=2.70. (4) Drug 1: C1CC2CC3=C(CC1C24CN(S(=O)(=O)N4)CC(F)(F)F)C=CC(=C3)C=CCN5CCC(CC5)C(F)(F)F. Cell line: NCIH23. Drug 2: C1=CC(=C(C=C1I)F)NC2=C(C=CC(=C2F)F)C(=O)NOCC(CO)O. Synergy scores: CSS=43.8, Synergy_ZIP=-4.36, Synergy_Bliss=-4.17, Synergy_Loewe=-25.9, Synergy_HSA=-0.445. (5) Drug 1: CCC1=CC2CC(C3=C(CN(C2)C1)C4=CC=CC=C4N3)(C5=C(C=C6C(=C5)C78CCN9C7C(C=CC9)(C(C(C8N6C)(C(=O)OC)O)OC(=O)C)CC)OC)C(=O)OC.C(C(C(=O)O)O)(C(=O)O)O. Drug 2: C1=NC2=C(N1)C(=S)N=C(N2)N. Cell line: K-562. Synergy scores: CSS=58.4, Synergy_ZIP=-0.798, Synergy_Bliss=-0.482, Synergy_Loewe=-6.81, Synergy_HSA=0.254. (6) Drug 1: C1=CN(C=N1)CC(O)(P(=O)(O)O)P(=O)(O)O. Drug 2: CC1=C(C(=O)C2=C(C1=O)N3CC4C(C3(C2COC(=O)N)OC)N4)N. Cell line: CCRF-CEM. Synergy scores: CSS=45.8, Synergy_ZIP=-3.42, Synergy_Bliss=-4.56, Synergy_Loewe=-22.9, Synergy_HSA=-2.59. (7) Drug 1: CC1=C(C(CCC1)(C)C)C=CC(=CC=CC(=CC(=O)O)C)C. Drug 2: CC12CCC3C(C1CCC2OP(=O)(O)O)CCC4=C3C=CC(=C4)OC(=O)N(CCCl)CCCl.[Na+]. Cell line: CAKI-1. Synergy scores: CSS=8.79, Synergy_ZIP=-0.412, Synergy_Bliss=-0.273, Synergy_Loewe=-3.96, Synergy_HSA=-0.215. (8) Drug 1: C1=C(C(=O)NC(=O)N1)N(CCCl)CCCl. Drug 2: C1=CC=C(C(=C1)C(C2=CC=C(C=C2)Cl)C(Cl)Cl)Cl. Cell line: OVCAR-8. Synergy scores: CSS=16.7, Synergy_ZIP=-9.02, Synergy_Bliss=-3.03, Synergy_Loewe=-13.4, Synergy_HSA=-2.80. (9) Drug 1: C1=NC2=C(N1)C(=S)N=CN2. Drug 2: C1CN(P(=O)(OC1)NCCCl)CCCl. Cell line: HCT116. Synergy scores: CSS=47.4, Synergy_ZIP=1.44, Synergy_Bliss=3.44, Synergy_Loewe=-41.1, Synergy_HSA=5.06.